From a dataset of Forward reaction prediction with 1.9M reactions from USPTO patents (1976-2016). Predict the product of the given reaction. (1) Given the reactants [NH2:1][C:2]1[C:3]2[C:10](I)=[CH:9][N:8]([C@@H:12]3[CH2:15][C@H:14]([CH2:16][N:17]4[CH2:22][C@@H:21]5[CH2:23][C@H:18]4[CH2:19][S:20]5(=[O:25])=[O:24])[CH2:13]3)[C:4]=2[N:5]=[CH:6][N:7]=1.[F:26][C:27]1[CH:32]=[CH:31][C:30]([O:33][CH2:34][CH:35]2[CH2:39][CH2:38][CH2:37][O:36]2)=[CH:29][C:28]=1B1OC(C)(C)C(C)(C)O1, predict the reaction product. The product is: [O:25]=[S:20]1(=[O:24])[CH2:19][C@@H:18]2[CH2:23][C@H:21]1[CH2:22][N:17]2[CH2:16][C@@H:14]1[CH2:13][C@H:12]([N:8]2[C:4]3[N:5]=[CH:6][N:7]=[C:2]([NH2:1])[C:3]=3[C:10]([C:28]3[CH:29]=[C:30]([O:33][CH2:34][CH:35]4[CH2:39][CH2:38][CH2:37][O:36]4)[CH:31]=[CH:32][C:27]=3[F:26])=[CH:9]2)[CH2:15]1. (2) The product is: [CH3:22][C:21]1[CH:20]=[CH:19][C:15]([C:16]2[O:18][N:66]=[C:58]([NH:59][C:60]3[CH:65]=[CH:64][CH:63]=[CH:62][CH:61]=3)[N:57]=2)=[CH:14][C:13]=1[NH:12][C:10]([C:3]1[N:4]2[CH:9]=[CH:8][CH:7]=[CH:6][C:5]2=[N:1][CH:2]=1)=[O:11]. Given the reactants [N:1]1[CH:2]=[C:3]([C:10]([NH:12][C:13]2[CH:14]=[C:15]([CH:19]=[CH:20][C:21]=2[CH3:22])[C:16]([OH:18])=O)=[O:11])[N:4]2[CH:9]=[CH:8][CH:7]=[CH:6][C:5]=12.CCN(C(C)C)C(C)C.CN(C(ON1N=NC2C=CC=NC1=2)=[N+](C)C)C.F[P-](F)(F)(F)(F)F.O[N:57]=[C:58]([NH2:66])[NH:59][C:60]1[CH:65]=[CH:64][CH:63]=[CH:62][CH:61]=1, predict the reaction product. (3) Given the reactants [CH3:1][C:2]1[N:7]([C:8]2[CH:13]=[CH:12][CH:11]=[C:10]([C:14]([F:17])([F:16])[F:15])[CH:9]=2)[C:6](=[O:18])[C:5]([C:19](O)=[O:20])=[CH:4][C:3]=1[C:22]1[N:23]([CH3:27])[N:24]=[CH:25][CH:26]=1.CN(C(ON1N=NC2C=CC=CC1=2)=[N+](C)C)C.F[P-](F)(F)(F)(F)F.CCN(C(C)C)C(C)C.[NH2:61][CH2:62][C:63]1[O:67][N:66]=[C:65]([CH2:68][OH:69])[CH:64]=1, predict the reaction product. The product is: [OH:69][CH2:68][C:65]1[CH:64]=[C:63]([CH2:62][NH:61][C:19]([C:5]2[C:6](=[O:18])[N:7]([C:8]3[CH:13]=[CH:12][CH:11]=[C:10]([C:14]([F:17])([F:15])[F:16])[CH:9]=3)[C:2]([CH3:1])=[C:3]([C:22]3[N:23]([CH3:27])[N:24]=[CH:25][CH:26]=3)[CH:4]=2)=[O:20])[O:67][N:66]=1. (4) Given the reactants [OH:1][CH2:2][C@@H:3]1[NH:7][C:6](=[O:8])[CH2:5][CH2:4]1.CO[C:11](OC)([CH3:13])[CH3:12].C(=O)(O)[O-].[Na+], predict the reaction product. The product is: [CH3:12][C:11]1([CH3:13])[N:7]2[C:6](=[O:8])[CH2:5][CH2:4][C@@H:3]2[CH2:2][O:1]1. (5) Given the reactants CC(OI1(OC(C)=O)(OC(C)=O)OC(=O)C2C=CC=CC1=2)=O.N1C=CC=CC=1.[OH:29][CH2:30][C:31]1[N:39]([CH2:40][CH2:41][C:42]([O:44][CH3:45])=[O:43])[C:34]2=[N:35][CH:36]=[CH:37][CH:38]=[C:33]2[CH:32]=1, predict the reaction product. The product is: [CH:30]([C:31]1[N:39]([CH2:40][CH2:41][C:42]([O:44][CH3:45])=[O:43])[C:34]2=[N:35][CH:36]=[CH:37][CH:38]=[C:33]2[CH:32]=1)=[O:29]. (6) Given the reactants C(Cl)(=O)C1C=CC=CC=1.[NH4+].[N:11]#[C:12][S-:13].[CH2:14]([C:16]1[CH:17]=[C:18]([CH:20]=[CH:21][CH:22]=1)[NH2:19])[CH3:15], predict the reaction product. The product is: [CH2:14]([C:16]1[CH:17]=[C:18]([NH:19][C:12]([NH2:11])=[S:13])[CH:20]=[CH:21][CH:22]=1)[CH3:15]. (7) Given the reactants [Cl:1][C:2]1[CH:3]=[C:4]([CH:8]=[CH:9][N:10]=1)[C:5]([OH:7])=[O:6].[CH2:11](Cl)Cl, predict the reaction product. The product is: [CH3:11][O:6][C:5](=[O:7])[C:4]1[CH:8]=[CH:9][N:10]=[C:2]([Cl:1])[CH:3]=1.